Task: Predict the product of the given reaction.. Dataset: Forward reaction prediction with 1.9M reactions from USPTO patents (1976-2016) (1) Given the reactants [C:1]([O:10][CH3:11])(=[O:9])[C:2]1[C:3](=[CH:5][CH:6]=[CH:7][CH:8]=1)[OH:4].O[CH:13]1[CH2:18][CH2:17][N:16]([C:19]([O:21][C:22]([CH3:25])([CH3:24])[CH3:23])=[O:20])[CH2:15][CH2:14]1.C1(P(C2C=CC=CC=2)C2C=CC=CC=2)C=CC=CC=1.N(C(OC(C)(C)C)=O)=NC(OC(C)(C)C)=O, predict the reaction product. The product is: [C:22]([O:21][C:19]([N:16]1[CH2:17][CH2:18][CH:13]([O:4][C:3]2[CH:5]=[CH:6][CH:7]=[CH:8][C:2]=2[C:1]([O:10][CH3:11])=[O:9])[CH2:14][CH2:15]1)=[O:20])([CH3:25])([CH3:23])[CH3:24]. (2) Given the reactants [CH2:1]([C:5]1[N:9]=[C:8]([CH2:10][CH2:11][CH2:12][CH3:13])[N:7]([CH2:14][C:15]2[CH:20]=[CH:19][C:18]([C:21]3[C:22]([C:27]([O:29]C)=[O:28])=[CH:23][CH:24]=[CH:25][CH:26]=3)=[CH:17][CH:16]=2)[N:6]=1)[CH2:2][CH2:3][CH3:4].[OH-].[Na+], predict the reaction product. The product is: [CH2:1]([C:5]1[N:9]=[C:8]([CH2:10][CH2:11][CH2:12][CH3:13])[N:7]([CH2:14][C:15]2[CH:16]=[CH:17][C:18]([C:21]3[C:22]([C:27]([OH:29])=[O:28])=[CH:23][CH:24]=[CH:25][CH:26]=3)=[CH:19][CH:20]=2)[N:6]=1)[CH2:2][CH2:3][CH3:4].